This data is from Full USPTO retrosynthesis dataset with 1.9M reactions from patents (1976-2016). The task is: Predict the reactants needed to synthesize the given product. (1) The reactants are: [NH2:1][C:2]1[CH:10]=[CH:9][C:8]([Cl:11])=[CH:7][C:3]=1[C:4]([NH2:6])=[O:5].C[CH:13]=[CH:14][C:15](Cl)=[O:16].[CH2:18](Cl)Cl. Given the product [Cl:11][C:8]1[CH:9]=[CH:10][C:2]([NH:1][C:15](=[O:16])[C:14]([CH3:18])=[CH2:13])=[C:3]([CH:7]=1)[C:4]([NH2:6])=[O:5], predict the reactants needed to synthesize it. (2) Given the product [Cl:33][C:31]1[N:32]=[C:27]([C:18]2([S:21]([CH:24]([CH3:26])[CH3:25])(=[O:23])=[O:22])[CH2:19][CH2:20][N:15]([C:49]([O:51][C:52]([CH3:53])([CH3:54])[CH3:55])=[O:50])[CH2:16][CH2:17]2)[CH:28]=[C:29]([N:34]2[CH2:39][CH2:38][O:37][CH2:36][C@H:35]2[CH3:40])[N:30]=1, predict the reactants needed to synthesize it. The reactants are: ClC(OC(Cl)C)=O.C([N:15]1[CH2:20][CH2:19][C:18]([C:27]2[N:32]=[C:31]([Cl:33])[N:30]=[C:29]([N:34]3[CH2:39][CH2:38][O:37][CH2:36][C@H:35]3[CH3:40])[CH:28]=2)([S:21]([CH:24]([CH3:26])[CH3:25])(=[O:23])=[O:22])[CH2:17][CH2:16]1)C1C=CC=CC=1.[C:49](O[C:49]([O:51][C:52]([CH3:55])([CH3:54])[CH3:53])=[O:50])([O:51][C:52]([CH3:55])([CH3:54])[CH3:53])=[O:50].C(N(C(C)C)C(C)C)C. (3) Given the product [F:1][C:2]1[CH:3]=[C:4]([N:11]2[CH:18]=[N:13][CH:19]=[N:12]2)[CH:5]=[CH:6][C:7]=1[N+:8]([O-:10])=[O:9], predict the reactants needed to synthesize it. The reactants are: [F:1][C:2]1[CH:3]=[C:4]([NH:11][NH2:12])[CH:5]=[CH:6][C:7]=1[N+:8]([O-:10])=[O:9].[N:13]1[CH:18]=CC=NN=1.[CH2:19](O)C. (4) Given the product [CH2:1]([N:8]1[CH2:13][CH2:12][C:11]([C:15]2[CH:16]=[CH:17][C:18]([CH2:21][CH2:22][OH:23])=[CH:19][CH:20]=2)=[CH:10][CH2:9]1)[C:2]1[CH:3]=[CH:4][CH:5]=[CH:6][CH:7]=1, predict the reactants needed to synthesize it. The reactants are: [CH2:1]([N:8]1[CH2:13][CH2:12][C:11]([C:15]2[CH:20]=[CH:19][C:18]([CH2:21][CH2:22][O:23]COC)=[CH:17][CH:16]=2)(O)[CH2:10][CH2:9]1)[C:2]1[CH:7]=[CH:6][CH:5]=[CH:4][CH:3]=1.C1(C)C=CC(S(O)(=O)=O)=CC=1.O.C(=O)(O)[O-].[Na+]. (5) Given the product [Cl:20][C:7]1[C:2]([OH:1])=[N:3][C:4]([S:11][CH3:12])=[N:5][C:6]=1[CH2:8][O:9][CH3:10], predict the reactants needed to synthesize it. The reactants are: [OH:1][C:2]1[CH:7]=[C:6]([CH2:8][O:9][CH3:10])[N:5]=[C:4]([S:11][CH3:12])[N:3]=1.C1C(=O)N([Cl:20])C(=O)C1.CN(C=O)C.C(Cl)Cl. (6) Given the product [C:1]([O:5][C:6]([N:8]1[CH2:13][CH2:12][N:11]([C:14]2[C:19]([CH3:20])=[CH:18][C:17]([CH:51]3[CH2:52][CH2:53][CH2:54][CH2:49]3)=[CH:16][N:15]=2)[CH2:10][CH2:9]1)=[O:7])([CH3:4])([CH3:3])[CH3:2], predict the reactants needed to synthesize it. The reactants are: [C:1]([O:5][C:6]([N:8]1[CH2:13][CH2:12][N:11]([C:14]2[C:19]([CH3:20])=[CH:18][C:17](Br)=[CH:16][N:15]=2)[CH2:10][CH2:9]1)=[O:7])([CH3:4])([CH3:3])[CH3:2].[CH:53]1(P([CH:49]2[CH2:54][CH2:53][CH2:52][CH2:51]C2)C2C=CC=CC=2C2C(OC(C)C)=CC=CC=2OC(C)C)[CH2:54][CH2:49]C[CH2:51][CH2:52]1.P([O-])([O-])([O-])=O.[K+].[K+].[K+].C1(B(O)O)CCCC1. (7) Given the product [N:1]1[C:2]([CH2:10][N:11]([CH:24]2[C:33]3[N:32]=[CH:31][CH:30]=[CH:29][C:28]=3[CH2:27][CH2:26][CH2:25]2)[CH2:12][CH2:13][CH2:14][CH2:15][NH2:16])=[CH:3][N:4]2[CH:9]=[CH:8][CH:7]=[CH:6][C:5]=12, predict the reactants needed to synthesize it. The reactants are: [N:1]1[C:2]([CH2:10][N:11]([CH:24]2[C:33]3[N:32]=[CH:31][CH:30]=[CH:29][C:28]=3[CH2:27][CH2:26][CH2:25]2)[CH2:12][CH2:13][CH2:14][CH2:15][NH:16]C(=O)OC(C)(C)C)=[CH:3][N:4]2[CH:9]=[CH:8][CH:7]=[CH:6][C:5]=12.FC(F)(F)C(O)=O. (8) Given the product [CH3:20][C:11]1[CH:12]=[C:13]([CH:18]=[CH:19][C:10]=1[N:9]1[CH2:2][CH2:3][CH2:4][CH2:5][O:6][C:7]1=[O:8])[C:14]([O:16][CH3:17])=[O:15], predict the reactants needed to synthesize it. The reactants are: Cl[CH2:2][CH2:3][CH2:4][CH2:5][O:6][C:7]([NH:9][C:10]1[CH:19]=[CH:18][C:13]([C:14]([O:16][CH3:17])=[O:15])=[CH:12][C:11]=1[CH3:20])=[O:8].[K].CC(C)([O-])C.O.